From a dataset of Full USPTO retrosynthesis dataset with 1.9M reactions from patents (1976-2016). Predict the reactants needed to synthesize the given product. (1) Given the product [OH:15][C:2]1([F:1])[CH2:6][C:5](=[O:7])[C:4]([CH2:8][CH2:9][CH2:10][CH2:11][CH3:12])=[C:3]1[CH3:13], predict the reactants needed to synthesize it. The reactants are: [F:1][CH:2]1[CH2:6][C:5](=[O:7])[C:4]([CH2:8][CH2:9][CH2:10][CH2:11][CH3:12])=[C:3]1[CH3:13].P([O-])([O-])([O-])=[O:15].[K+].[K+].[K+]. (2) Given the product [F:12][C:9]([F:10])([F:11])[CH2:8][N:7]1[CH2:6][CH2:5][NH:4][CH2:3][C:2]1=[O:1], predict the reactants needed to synthesize it. The reactants are: [O:1]=[C:2]1[N:7]([CH2:8][C:9]([F:12])([F:11])[F:10])[CH2:6][CH2:5][N:4](C(OC(C)(C)C)=O)[CH2:3]1.C(O)(C(F)(F)F)=O. (3) Given the product [CH3:13][C@@H:9]1[C:8]2([O:17][CH2:16][CH2:15][O:14]2)[CH2:7][CH2:6][C@@:5]2([C:18]3[CH:19]=[CH:20][CH:21]=[CH:22][CH:23]=3)[C@H:10]1[CH2:11][CH2:12][C:3]1[CH:2]=[N:33][C:32]([N:29]3[CH2:30][CH2:31][O:26][CH2:27][CH2:28]3)=[N:34][C:4]=12, predict the reactants needed to synthesize it. The reactants are: O/[CH:2]=[C:3]1\[C:4](=O)[C@:5]2([C:18]3[CH:23]=[CH:22][CH:21]=[CH:20][CH:19]=3)[C@@H:10]([CH2:11][CH2:12]\1)[C@H:9]([CH3:13])[C:8]1([O:17][CH2:16][CH2:15][O:14]1)[CH2:7][CH2:6]2.Br.[O:26]1[CH2:31][CH2:30][N:29]([C:32]([NH2:34])=[NH:33])[CH2:28][CH2:27]1.N1CCCCC1. (4) Given the product [CH2:1]([O:8][C:9]1[CH:16]=[CH:15][C:12]([C:13]2[N:19]=[N:20][NH:21][N:14]=2)=[C:11]([O:17][CH3:18])[CH:10]=1)[C:2]1[CH:3]=[CH:4][CH:5]=[CH:6][CH:7]=1, predict the reactants needed to synthesize it. The reactants are: [CH2:1]([O:8][C:9]1[CH:16]=[CH:15][C:12]([C:13]#[N:14])=[C:11]([O:17][CH3:18])[CH:10]=1)[C:2]1[CH:7]=[CH:6][CH:5]=[CH:4][CH:3]=1.[N-:19]=[N+:20]=[N-:21].[Na+].Cl.C(N(CC)CC)C.O. (5) Given the product [Cl:16][C:17]1[CH:25]=[C:24]2[C:20]([C:21]([NH:26][C:13]([NH:14][C:5](=[O:6])[C:4]3[CH:8]=[CH:9][C:10]([F:11])=[C:2]([F:1])[CH:3]=3)=[S:12])=[N:22][NH:23]2)=[CH:19][CH:18]=1, predict the reactants needed to synthesize it. The reactants are: [F:1][C:2]1[CH:3]=[C:4]([CH:8]=[CH:9][C:10]=1[F:11])[C:5](Cl)=[O:6].[S-:12][C:13]#[N:14].[K+].[Cl:16][C:17]1[CH:18]=[CH:19][C:20]2[C:24]([CH:25]=1)=[N:23][NH:22][C:21]=2[NH2:26].O. (6) Given the product [CH:37]([O:35][CH2:3][C:4]1[N:13]=[C:12]([NH:14][C:15]2[CH:20]=[CH:19][C:18]([C:21]([F:24])([F:23])[F:22])=[CH:17][CH:16]=2)[C:11]2[C:6](=[CH:7][C:8]([C:25]3[C:30]([C:31]([F:34])([F:33])[F:32])=[CH:29][CH:28]=[CH:27][N:26]=3)=[CH:9][CH:10]=2)[N:5]=1)([CH3:39])[CH3:38], predict the reactants needed to synthesize it. The reactants are: Cl.Cl[CH2:3][C:4]1[N:13]=[C:12]([NH:14][C:15]2[CH:20]=[CH:19][C:18]([C:21]([F:24])([F:23])[F:22])=[CH:17][CH:16]=2)[C:11]2[C:6](=[CH:7][C:8]([C:25]3[C:30]([C:31]([F:34])([F:33])[F:32])=[CH:29][CH:28]=[CH:27][N:26]=3)=[CH:9][CH:10]=2)[N:5]=1.[O:35]([CH:37]([CH3:39])[CH3:38])[Na]. (7) Given the product [Br:3][C:4]1[C:5]([F:22])=[CH:6][C:7]([F:21])=[C:8]([C:10]2([CH3:20])[NH:15][C:14]([NH2:1])=[CH:13][N:12]3[N:17]=[CH:18][CH:19]=[C:11]23)[CH:9]=1, predict the reactants needed to synthesize it. The reactants are: [NH4+:1].[Cl-].[Br:3][C:4]1[C:5]([F:22])=[CH:6][C:7]([F:21])=[C:8]([C:10]2([CH3:20])[NH:15][C:14](=S)[CH2:13][N:12]3[N:17]=[CH:18][CH:19]=[C:11]23)[CH:9]=1. (8) Given the product [Cl:34][C:31]1[CH:32]=[CH:33][C:28]([N:20]2[C:19]([CH:12]([CH:13]3[CH2:18][CH2:17][CH2:16][CH2:15][CH2:14]3)[C:11]([NH:10][C:7]3[CH:8]=[CH:9][C:4]([C:3]([OH:40])=[O:2])=[CH:5][C:6]=3[C:36]([F:38])([F:37])[F:39])=[O:35])=[C:27]3[C:22]([CH2:23][CH2:24][CH2:25][CH2:26]3)=[N:21]2)=[CH:29][CH:30]=1, predict the reactants needed to synthesize it. The reactants are: C[O:2][C:3](=[O:40])[C:4]1[CH:9]=[CH:8][C:7]([NH:10][C:11](=[O:35])[CH:12]([C:19]2[N:20]([C:28]3[CH:33]=[CH:32][C:31]([Cl:34])=[CH:30][CH:29]=3)[N:21]=[C:22]3[C:27]=2[CH2:26][CH2:25][CH2:24][CH2:23]3)[CH:13]2[CH2:18][CH2:17][CH2:16][CH2:15][CH2:14]2)=[C:6]([C:36]([F:39])([F:38])[F:37])[CH:5]=1.[OH-].[Li+]. (9) Given the product [F:1][C:2]([F:21])([F:20])[C:3]1[N:4]=[C:5]([NH:8][C:9]2[CH:14]=[CH:13][C:12]([C@@H:15]([CH3:19])[C:16]([NH2:22])=[O:17])=[CH:11][CH:10]=2)[S:6][CH:7]=1, predict the reactants needed to synthesize it. The reactants are: [F:1][C:2]([F:21])([F:20])[C:3]1[N:4]=[C:5]([NH:8][C:9]2[CH:14]=[CH:13][C:12]([C@@H:15]([CH3:19])[C:16](O)=[O:17])=[CH:11][CH:10]=2)[S:6][CH:7]=1.[NH3:22].